Dataset: Forward reaction prediction with 1.9M reactions from USPTO patents (1976-2016). Task: Predict the product of the given reaction. (1) Given the reactants [F:1][C:2]1[CH:7]=[CH:6][CH:5]=[C:4]([F:8])[C:3]=1[N:9]1[C:14]2[N:15]=[C:16](S(C)(=O)=O)[N:17]=[C:18]([C:19]3[CH:24]=[CH:23][C:22]([F:25])=[CH:21][C:20]=3[CH3:26])[C:13]=2[CH:12]=[CH:11][C:10]1=[O:31].[CH3:32][NH2:33], predict the reaction product. The product is: [F:1][C:2]1[CH:7]=[CH:6][CH:5]=[C:4]([F:8])[C:3]=1[N:9]1[C:14]2[N:15]=[C:16]([NH:33][CH3:32])[N:17]=[C:18]([C:19]3[CH:24]=[CH:23][C:22]([F:25])=[CH:21][C:20]=3[CH3:26])[C:13]=2[CH:12]=[CH:11][C:10]1=[O:31]. (2) Given the reactants [OH:1][CH:2]1[CH2:7][CH2:6][N:5]([C:8]([N:10]2[CH2:15][CH:14]([C:16]3[CH:21]=[CH:20][C:19]([C:22]([F:25])([F:24])[F:23])=[CH:18][CH:17]=3)[CH2:13][CH:12]([C:26](O)=[O:27])[CH2:11]2)=[O:9])[CH2:4][CH2:3]1.O[N:30]=[C:31]([C:33]1[CH:38]=[CH:37][N:36]=[CH:35][CH:34]=1)[NH2:32], predict the reaction product. The product is: [OH:1][CH:2]1[CH2:3][CH2:4][N:5]([C:8]([N:10]2[CH2:15][CH:14]([C:16]3[CH:21]=[CH:20][C:19]([C:22]([F:25])([F:24])[F:23])=[CH:18][CH:17]=3)[CH2:13][CH:12]([C:26]3[O:27][N:32]=[C:31]([C:33]4[CH:38]=[CH:37][N:36]=[CH:35][CH:34]=4)[N:30]=3)[CH2:11]2)=[O:9])[CH2:6][CH2:7]1. (3) Given the reactants CC(OC([N:8]1[CH2:13][CH2:12][CH:11]([C:14]([OH:16])=O)[CH2:10][CH2:9]1)=O)(C)C.[F:17][C:18]([F:28])([F:27])[C:19]1[CH:24]=[CH:23][CH:22]=[CH:21][C:20]=1[CH2:25][NH2:26].C(N(C(C)C)CC)(C)C.CCN=C=NCCCN(C)C, predict the reaction product. The product is: [F:17][C:18]([F:27])([F:28])[C:19]1[CH:24]=[CH:23][CH:22]=[CH:21][C:20]=1[CH2:25][NH:26][C:14]([CH:11]1[CH2:10][CH2:9][NH:8][CH2:13][CH2:12]1)=[O:16].